Dataset: Forward reaction prediction with 1.9M reactions from USPTO patents (1976-2016). Task: Predict the product of the given reaction. (1) The product is: [CH3:23][C:22]1[C:17]([N:14]2[CH2:15][CH2:16][N:11]([C:9]([C:5]3[C:6]([F:8])=[CH:7][C:2]([N:28]4[CH2:29][CH2:30][O:26][C:27]4=[O:31])=[CH:3][C:4]=3[F:25])=[O:10])[CH2:12][CH2:13]2)=[N:18][CH:19]=[C:20]([CH3:24])[CH:21]=1. Given the reactants Br[C:2]1[CH:7]=[C:6]([F:8])[C:5]([C:9]([N:11]2[CH2:16][CH2:15][N:14]([C:17]3[C:22]([CH3:23])=[CH:21][C:20]([CH3:24])=[CH:19][N:18]=3)[CH2:13][CH2:12]2)=[O:10])=[C:4]([F:25])[CH:3]=1.[O:26]1[CH2:30][CH2:29][NH:28][C:27]1=[O:31].C(=O)([O-])[O-].[K+].[K+].CNCCNC, predict the reaction product. (2) Given the reactants F[C:2]1[CH:7]=[C:6]([F:8])[CH:5]=[CH:4][C:3]=1[N+:9]([O-])=O.[CH2:12]([O:19][C@@H:20]1[CH2:23][C@H:22]([NH2:24])[CH2:21]1)[C:13]1[CH:18]=[CH:17][CH:16]=[CH:15][CH:14]=1.CCN(C(C)C)C(C)C, predict the reaction product. The product is: [CH2:12]([O:19][C@@H:20]1[CH2:23][C@H:22]([NH:24][C:2]2[C:3]([NH2:9])=[CH:4][CH:5]=[C:6]([F:8])[CH:7]=2)[CH2:21]1)[C:13]1[CH:18]=[CH:17][CH:16]=[CH:15][CH:14]=1. (3) Given the reactants [CH:1]1([N:7]2[CH2:13][C:12]([F:15])([F:14])[C:11](=[O:16])[N:10]([CH3:17])[C:9]3[CH:18]=[N:19][C:20]([NH:22][C:23]4[CH:31]=[CH:30][C:26]([C:27]([OH:29])=O)=[CH:25][C:24]=4[O:32][CH3:33])=[N:21][C:8]2=3)[CH2:6][CH2:5][CH2:4][CH2:3][CH2:2]1.CN(C(ON1N=[N:49][C:44]2[CH:45]=[CH:46][CH:47]=[N:48][C:43]1=2)=[N+](C)C)C.F[P-](F)(F)(F)(F)F.Cl.Cl.CN1CC[C@@H](N)C1, predict the reaction product. The product is: [CH:1]1([N:7]2[CH2:13][C:12]([F:15])([F:14])[C:11](=[O:16])[N:10]([CH3:17])[C:9]3[CH:18]=[N:19][C:20]([NH:22][C:23]4[CH:31]=[CH:30][C:26]([C:27]([NH:49][C@@H:44]5[CH2:45][CH2:46][N:48]([CH3:47])[CH2:43]5)=[O:29])=[CH:25][C:24]=4[O:32][CH3:33])=[N:21][C:8]2=3)[CH2:2][CH2:3][CH2:4][CH2:5][CH2:6]1. (4) Given the reactants [Br:1][C:2]1[CH:7]=[C:6]([F:8])[CH:5]=[C:4]([N+:9]([O-:11])=[O:10])[C:3]=1N.N([O-])=O.[Na+].C(O)C, predict the reaction product. The product is: [Br:1][C:2]1[CH:3]=[C:4]([N+:9]([O-:11])=[O:10])[CH:5]=[C:6]([F:8])[CH:7]=1. (5) Given the reactants [F:1][C:2]1[CH:7]=[CH:6][C:5]([CH3:8])=[CH:4][C:3]=1[C:9]1[O:13][N:12]=[C:11]([CH:14]([OH:17])[CH2:15][CH3:16])[CH:10]=1.C(N(CC)CC)C.[CH3:25][S:26](Cl)(=[O:28])=[O:27], predict the reaction product. The product is: [F:1][C:2]1[CH:7]=[CH:6][C:5]([CH3:8])=[CH:4][C:3]=1[C:9]1[O:13][N:12]=[C:11]([CH:14]([O:17][S:26]([CH3:25])(=[O:28])=[O:27])[CH2:15][CH3:16])[CH:10]=1.